From a dataset of Reaction yield outcomes from USPTO patents with 853,638 reactions. Predict the reaction yield, written as a fraction of the theoretical maximum amount of product (1.0 means a 100% yield; for example, 0.34 means a 34% yield). (1) The reactants are [Br:1][C:2]1[CH:11]=[C:10]2[C:5]([CH2:6][O:7][C:8]2=[O:9])=[CH:4][CH:3]=1.CC(C[AlH]CC(C)C)C. The catalyst is ClCCl. The product is [Br:1][C:2]1[CH:11]=[C:10]2[C:5]([CH2:6][O:7][CH:8]2[OH:9])=[CH:4][CH:3]=1. The yield is 0.960. (2) The reactants are [Br:1][C:2]1[C:3]([O:15][CH2:16][CH2:17][CH:18]([CH3:25])[CH2:19][CH2:20][CH2:21][CH:22]([CH3:24])[CH3:23])=[CH:4][C:5]2[NH:6][C:7]3[C:12]([C:13]=2[CH:14]=1)=[CH:11][CH:10]=[CH:9][CH:8]=3.[OH-].[Na+].[CH3:28][CH:29]([CH2:33][CH2:34][CH2:35][CH:36]([CH3:38])[CH3:37])[CH2:30][CH2:31]Br. The catalyst is [Cl-].C([N+](CC)(CC)CC)C1C=CC=CC=1.C1(C)C=CC=CC=1. The product is [Br:1][C:2]1[C:3]([O:15][CH2:16][CH2:17][CH:18]([CH3:25])[CH2:19][CH2:20][CH2:21][CH:22]([CH3:24])[CH3:23])=[CH:4][C:5]2[N:6]([CH2:31][CH2:30][CH:29]([CH3:28])[CH2:33][CH2:34][CH2:35][CH:36]([CH3:38])[CH3:37])[C:7]3[C:12]([C:13]=2[CH:14]=1)=[CH:11][CH:10]=[CH:9][CH:8]=3. The yield is 0.570. (3) The reactants are CC1(C)C(C)(C)OB([C:9]2[CH:10]=[C:11]3[C:15](=[CH:16][CH:17]=2)[NH:14][CH:13]=[CH:12]3)O1.[Cl:19][C:20]1[N:24]=[C:23](Cl)[S:22][N:21]=1.O.C([O-])([O-])=O.[K+].[K+]. The catalyst is COCCOC.C1C=CC([P]([Pd]([P](C2C=CC=CC=2)(C2C=CC=CC=2)C2C=CC=CC=2)([P](C2C=CC=CC=2)(C2C=CC=CC=2)C2C=CC=CC=2)[P](C2C=CC=CC=2)(C2C=CC=CC=2)C2C=CC=CC=2)(C2C=CC=CC=2)C2C=CC=CC=2)=CC=1. The product is [Cl:19][C:20]1[N:24]=[C:23]([C:9]2[CH:10]=[C:11]3[C:15](=[CH:16][CH:17]=2)[NH:14][CH:13]=[CH:12]3)[S:22][N:21]=1. The yield is 0.355. (4) The reactants are [Si]([O:8][CH2:9][C@H:10]1[CH2:21][CH2:20][C:19]2[S:18][C:17]3[N:16]=[CH:15][N:14]=[C:13]([O:22][CH:23]4[CH2:28][CH2:27][C:26]([NH:30][C:31](=[O:37])[O:32][C:33]([CH3:36])([CH3:35])[CH3:34])([CH3:29])[CH2:25][CH2:24]4)[C:12]=3[C:11]1=2)(C(C)(C)C)(C)C. The catalyst is O1CCCC1. The product is [OH:8][CH2:9][C@H:10]1[CH2:21][CH2:20][C:19]2[S:18][C:17]3[N:16]=[CH:15][N:14]=[C:13]([O:22][CH:23]4[CH2:24][CH2:25][C:26]([NH:30][C:31](=[O:37])[O:32][C:33]([CH3:36])([CH3:35])[CH3:34])([CH3:29])[CH2:27][CH2:28]4)[C:12]=3[C:11]1=2. The yield is 0.950. (5) The reactants are Cl[C:2]1[N:7]=[CH:6][N:5]=[C:4]([O:8][C:9]2[CH:14]=[CH:13][C:12]([NH:15][C:16]([NH:18][C:19]3[CH:24]=[CH:23][CH:22]=[CH:21][CH:20]=3)=[O:17])=[CH:11][CH:10]=2)[CH:3]=1.[F:25][C:26]1[CH:27]=[C:28]([CH:30]=[C:31]([F:33])[CH:32]=1)[NH2:29].C(OCC)(=O)C.O. The catalyst is CN1CCCC1=O.CCCCCC. The product is [F:25][C:26]1[CH:27]=[C:28]([NH:29][C:2]2[N:7]=[CH:6][N:5]=[C:4]([O:8][C:9]3[CH:14]=[CH:13][C:12]([NH:15][C:16]([NH:18][C:19]4[CH:24]=[CH:23][CH:22]=[CH:21][CH:20]=4)=[O:17])=[CH:11][CH:10]=3)[CH:3]=2)[CH:30]=[C:31]([F:33])[CH:32]=1. The yield is 0.200.